From a dataset of B-cell epitopes from IEDB database with 3,159 antigens for binding position prediction. Token-level Classification. Given an antigen amino acid sequence, predict which amino acid positions are active epitope sites capable of antibody binding. Output is a list of indices for active positions. (1) Given the antigen sequence: MDDQRDLISNHEQLPILGNRPREPERCSRGALYTGVSVLVALLLAGQATTAYFLYQQQGRLDKLTITSQNLQLESLRMKLPKSAKPVSQMRMATPLLMRPMSMDNMLLGPVKNVTKYGNMTQDHVMHLLTRSGPLEYPQLKGTFPENLKHLKNSMDGVNWKIFESWMKQWLLFEMSKNSLEEKKPTEAPPKVLTKCQEEVSHIPAVYPGAFRPKCDENGNYLPLQCHGSTGYCWCVFPNGTEVPHTKSRGRHNCSEPLDMEDLSSGLGVTRQELGQVTL, which amino acid positions are active epitope sites? The epitope positions are: [90, 91, 92, 93, 94, 95, 96, 97, 98, 99, 100, 101, 102]. The amino acids at these positions are: RMATPLLMRPMSM. (2) The epitope positions are: [15, 16, 17, 18, 19, 20, 21, 22, 23, 24, 25, 26, 27, 28, 29, 30, 31]. The amino acids at these positions are: SKVEQEETNPEVLIKDL. Given the antigen sequence: VSQPSLEPFVAESEVSKVEQEETNPEVLIKDLQDVASHESGVSDQPAQVVTERENEIESHQGETEKESGITESHQKEDEIVSQSSSEPFVAESEVSKVEQEKTNPEVLIKDLQDVASHESGVSDQPAQVVTERENEIESHQGETEKESGITESHQKEDEIVSQSSSEPFVAESEVSKVEQEETNPEVLIKDLQDVASHESGVSDQPAQVVTERENEIESHQGETEKESGITESHQKEDEIVSQSSSEPFVAESEVSKVEQEETNPEVLIKDLQDVASHESGVSDQPAQVVTERESEIESHQGETEKESGITESNQKEDEIVSQPSSEPFVAESEVSKVEQEETNPEVLIKDLQDVASHESGVSDQPAQVVTERESEIESHQGETEKESGITESHQKEDEIVSQPSSEPFVAESEVSKVEQEETNPEILVEDLPLGQV, which amino acid positions are active epitope sites? (3) Given the antigen sequence: MASQKRPSQRSKYLATASTMDHARHGFLPRHRDTGILDSIGRFFSGDRGAPKRGSGKVPWLKQSRSPLPSHARSRPGLCHMYKDSHTRTTHYGSLPQKSQHGRTQDENPVVHFFKNIVTPRT, which amino acid positions are active epitope sites? The epitope positions are: [1, 2, 3, 4, 5, 6, 7, 8, 9, 10, 11, 12, 13, 14, 15, 16, 17, 18, 19, 20]. The amino acids at these positions are: ASQKRPSQRSKYLATASTMD. (4) Given the antigen sequence: MGPEALSSLLLLLLVASGDADMKGHFDPAKCRYALGMQDRTIPDSDISASSSWSDSTAARHSRLESSDGDGAWCPAGSVFPKEEEYLQVDLQRLHLVALVGTQGRHAGGLGKEFSRSYRLRYSRDGRRWMGWKDRWGQEVISGNEDPEGVVLKDLGPPMVARLVRFYPRADRVMSVCLRVELYGCLWRDGLLSYTAPVGQTMYLSEAVYLNDSTYDGHTVGGLQYGGLGQLADGVVGLDDFRKSQELRVWPGYDYVGWSNHSFSSGYVEMEFEFDRLRAFQAMQVHCNNMHTLGARLPGGVECRFRRGPAMAWEGEPMRHNLGGNLGDPRARAVSVPLGGRVARFLQCRFLFAGPWLLFSEISFISDVVNNSSPALGGTFPPAPWWPPGPPPTNFSSLELEPRGQQPVAKAEGSPTAILIGCLVAIILLLLLIIALMLWRLHWRRLLSKAERRVLEEELTVHLSVPGDTILINNRPGPREPPPYQEPRPRGNPPHSAPCV..., which amino acid positions are active epitope sites? The epitope positions are: [202, 203, 204, 205, 206, 207, 208]. The amino acids at these positions are: YLSEAVY. (5) Given the antigen sequence: MSEQEKLSNYNADKKLFSGIDKLFQIVKGSYGPKQSLSPTSFFKERGFYAISQTELSNSYENLGVDFAKAMVNKIHKEHSDGATTGLILLHAILQESYAALEKGISTHKLIASLKLQGEKLQEALQQQSWPIKDALKVRNIIFSSLHMPTIADHFYNAFSVVGPEGLISITKERENEKTSMDVFQGFKIPAGYASTYFVSDTASRLTRIAHPLILITDRKISMIHSLLPLLQEISEQNQHLIIFCEDIDPDALATLVVNKLQGLLQVTVVTIPQLSTTNQELAEDIALFTGTHICPCQEASHVLAPEMVTLGSCLSIEISESQTTLIGGLHIPEVLTLKTRQLAEEIRTTSCLETKKRLIKRTNRLQSSVAILPTDEDNEPLYTLALKIMESALSRGYVPGGGVALFYASLTLGTPKDDADENSIAISLLQKACCAPLKLLATNADLDGDAVIAKLSSLGTTSLGISVFSREIEDLIAGGILDSLATTSTILAQALDTAI..., which amino acid positions are active epitope sites? The epitope positions are: [254, 255, 256, 257, 258, 259, 260, 261, 262, 263, 264, 265, 266, 267, 268, 269, 270, 271, 272, 273]. The amino acids at these positions are: TLVVNKLQGLLQVTVVTIPQ. (6) Given the antigen sequence: NLIQFSNMIKCAIPGSRPLFQYADYGCYCGPGGHGTPVDELDRCCKIHDDCYGEAGKKGCFPKLTLYSWKCTEKVPTCNAKSRCKDFVCACDAEAAKCFAKAPYIKENYNINTKTRC, which amino acid positions are active epitope sites? The epitope positions are: [60, 61, 62, 63, 64, 65, 66, 67, 68]. The amino acids at these positions are: FPKLTLYSW. (7) The epitope positions are: [26, 27, 28, 29, 30, 31, 32, 33, 34, 35, 36, 37, 38, 39, 40]. The amino acids at these positions are: RAEAPQAPSDTPPGN. Given the antigen sequence: MMMTMTGRVLLVCALCVLWCGAGGGGRAEAPQAPSDTPPGNNTKNENSTVVGAGGGVQNGEQAELQEKSPKASRLPEVQAEASLPPAPKPEGEASETASTTKDRKGQKEEQKTEKKEEKEENEEGEEEEEEEEGETATGTTGEISAGGQEQPILSSGAAGASNITNPNSTQTTGDDDPAADGAGTREGKQNENKDANPKETPVTAAAMKTTTAKSGDSDSSTAVSHTTSPLLLLLVVVACAAAAAVVAA, which amino acid positions are active epitope sites?